Task: Regression. Given two drug SMILES strings and cell line genomic features, predict the synergy score measuring deviation from expected non-interaction effect.. Dataset: NCI-60 drug combinations with 297,098 pairs across 59 cell lines (1) Drug 1: CC1=C2C(C(=O)C3(C(CC4C(C3C(C(C2(C)C)(CC1OC(=O)C(C(C5=CC=CC=C5)NC(=O)C6=CC=CC=C6)O)O)OC(=O)C7=CC=CC=C7)(CO4)OC(=O)C)O)C)OC(=O)C. Drug 2: CC1C(C(CC(O1)OC2CC(CC3=C2C(=C4C(=C3O)C(=O)C5=CC=CC=C5C4=O)O)(C(=O)C)O)N)O. Cell line: SF-268. Synergy scores: CSS=37.7, Synergy_ZIP=-2.83, Synergy_Bliss=-3.11, Synergy_Loewe=-0.475, Synergy_HSA=1.14. (2) Drug 2: CC12CCC3C(C1CCC2O)C(CC4=C3C=CC(=C4)O)CCCCCCCCCS(=O)CCCC(C(F)(F)F)(F)F. Cell line: COLO 205. Synergy scores: CSS=40.7, Synergy_ZIP=4.83, Synergy_Bliss=4.47, Synergy_Loewe=2.12, Synergy_HSA=3.12. Drug 1: C1=C(C(=O)NC(=O)N1)N(CCCl)CCCl. (3) Drug 1: C1C(C(OC1N2C=NC(=NC2=O)N)CO)O. Drug 2: C1CCC(C(C1)N)N.C(=O)(C(=O)[O-])[O-].[Pt+4]. Cell line: HCT-15. Synergy scores: CSS=39.6, Synergy_ZIP=-13.5, Synergy_Bliss=-4.29, Synergy_Loewe=-2.44, Synergy_HSA=-0.500. (4) Drug 1: C1=CN(C=N1)CC(O)(P(=O)(O)O)P(=O)(O)O. Drug 2: C1C(C(OC1N2C=NC(=NC2=O)N)CO)O. Cell line: M14. Synergy scores: CSS=4.70, Synergy_ZIP=-3.99, Synergy_Bliss=-4.10, Synergy_Loewe=-2.65, Synergy_HSA=-2.80. (5) Drug 1: CC1=C(C=C(C=C1)NC(=O)C2=CC=C(C=C2)CN3CCN(CC3)C)NC4=NC=CC(=N4)C5=CN=CC=C5. Drug 2: CC(C)NC(=O)C1=CC=C(C=C1)CNNC.Cl. Cell line: EKVX. Synergy scores: CSS=2.37, Synergy_ZIP=-1.78, Synergy_Bliss=-0.867, Synergy_Loewe=-3.10, Synergy_HSA=-2.14.